From a dataset of Peptide-MHC class II binding affinity with 134,281 pairs from IEDB. Regression. Given a peptide amino acid sequence and an MHC pseudo amino acid sequence, predict their binding affinity value. This is MHC class II binding data. (1) The peptide sequence is GGQSSFYTDWYQPSQ. The MHC is HLA-DQA10501-DQB10301 with pseudo-sequence HLA-DQA10501-DQB10301. The binding affinity (normalized) is 0.0467. (2) The peptide sequence is DIKVQFQSGGNNSPA. The MHC is DRB1_0401 with pseudo-sequence DRB1_0401. The binding affinity (normalized) is 0.630.